Predict the product of the given reaction. From a dataset of Forward reaction prediction with 1.9M reactions from USPTO patents (1976-2016). (1) Given the reactants O=[C:2]1[CH2:6][CH2:5][C@@H:4]([C:7]2[CH:16]=[CH:15][C:10]([C:11]([O:13][CH3:14])=[O:12])=[CH:9][CH:8]=2)[CH2:3]1.Cl.[F:18][C:19]1[CH:24]=[CH:23][C:22]([C@H:25]([NH2:27])[CH3:26])=[CH:21][C:20]=1[O:28][CH3:29].CC(O)=O.[BH-](OC(C)=O)(OC(C)=O)OC(C)=O.[Na+], predict the reaction product. The product is: [F:18][C:19]1[CH:24]=[CH:23][C:22]([C@H:25]([NH:27][C@H:2]2[CH2:6][CH2:5][C@@H:4]([C:7]3[CH:16]=[CH:15][C:10]([C:11]([O:13][CH3:14])=[O:12])=[CH:9][CH:8]=3)[CH2:3]2)[CH3:26])=[CH:21][C:20]=1[O:28][CH3:29]. (2) Given the reactants C([O:3][C:4](=[O:28])[CH2:5][C:6]1[CH:7]=[C:8]([C:14]2[CH:19]=[CH:18][C:17]([C:20]([F:23])([F:22])[F:21])=[CH:16][C:15]=2[CH2:24][NH:25][CH2:26][CH3:27])[C:9]([O:12][CH3:13])=[CH:10][CH:11]=1)C.C(N(C(C)C)CC)(C)C.[C:38](Cl)(Cl)=[O:39].[Cl:42][C:43]1[CH:44]=[C:45]([CH:48]=[C:49]([Cl:51])[CH:50]=1)[CH2:46][NH2:47].C(N(CC)CC)C, predict the reaction product. The product is: [Cl:42][C:43]1[CH:44]=[C:45]([CH:48]=[C:49]([Cl:51])[CH:50]=1)[CH2:46][NH:47][C:38](=[O:39])[N:25]([CH2:24][C:15]1[CH:16]=[C:17]([C:20]([F:21])([F:23])[F:22])[CH:18]=[CH:19][C:14]=1[C:8]1[C:9]([O:12][CH3:13])=[CH:10][CH:11]=[C:6]([CH2:5][C:4]([OH:3])=[O:28])[CH:7]=1)[CH2:26][CH3:27]. (3) The product is: [CH3:1][O:2][C:3](=[O:28])[C:4]1[CH:9]=[C:8]([S:35][CH2:29][CH2:30][CH2:31][CH2:32][CH2:33][CH3:34])[CH:7]=[C:6]([C:11]([C:13]2[CH:18]=[CH:17][C:16]([NH:19][CH2:20][C:21]3[CH:26]=[CH:25][C:24]([Cl:27])=[CH:23][CH:22]=3)=[CH:15][N:14]=2)=[O:12])[CH:5]=1. Given the reactants [CH3:1][O:2][C:3](=[O:28])[C:4]1[CH:9]=[C:8](I)[CH:7]=[C:6]([C:11]([C:13]2[CH:18]=[CH:17][C:16]([NH:19][CH2:20][C:21]3[CH:26]=[CH:25][C:24]([Cl:27])=[CH:23][CH:22]=3)=[CH:15][N:14]=2)=[O:12])[CH:5]=1.[CH2:29]([SH:35])[CH2:30][CH2:31][CH2:32][CH2:33][CH3:34].C1(P(C2C=CC=CC=2)C2C=CC=CC=2OC2C=CC=CC=2P(C2C=CC=CC=2)C2C=CC=CC=2)C=CC=CC=1.CC(C)([O-])C.[K+], predict the reaction product. (4) Given the reactants [C:1]([O:5][C:6]([NH:8][CH2:9][C:10]([OH:12])=[O:11])=[O:7])([CH3:4])([CH3:3])[CH3:2].O[CH2:14][CH2:15][O:16][C:17]1[CH:18]=[CH:19][C:20]([N:23]2[CH:27]=[CH:26][C:25]([C@H:28]([C:30]3[CH:39]=[CH:38][C:33]4[NH:34][C:35](=[O:37])[S:36][C:32]=4[CH:31]=3)[CH3:29])=[N:24]2)=[N:21][CH:22]=1.Cl.CN(C)CCCN=C=NCC.O, predict the reaction product. The product is: [C:1]([O:5][C:6]([NH:8][CH2:9][C:10]([O:12][CH2:14][CH2:15][O:16][C:17]1[CH:22]=[N:21][C:20]([N:23]2[CH:27]=[CH:26][C:25]([C@H:28]([C:30]3[CH:39]=[CH:38][C:33]4[NH:34][C:35](=[O:37])[S:36][C:32]=4[CH:31]=3)[CH3:29])=[N:24]2)=[CH:19][CH:18]=1)=[O:11])=[O:7])([CH3:4])([CH3:2])[CH3:3]. (5) Given the reactants CC(O)=O.C([N:12]1[CH2:19][CH:18]2[CH:14]([CH2:15][N:16]([C:20]3[N:25]=[C:24]([CH3:26])[CH:23]=[C:22]([CH3:27])[N:21]=3)[CH2:17]2)[CH2:13]1)C1C=CC=CC=1, predict the reaction product. The product is: [CH3:27][C:22]1[CH:23]=[C:24]([CH3:26])[N:25]=[C:20]([N:16]2[CH2:17][CH:18]3[CH:14]([CH2:13][NH:12][CH2:19]3)[CH2:15]2)[N:21]=1. (6) Given the reactants [NH2:1][CH2:2][CH:3]1[CH2:8][CH2:7][CH:6]([C:9]2[CH:10]=[C:11]3[C:17]([NH2:18])=[N:16][NH:15][C:12]3=[N:13][CH:14]=2)[CH2:5][CH2:4]1.[F:19][C:20]1[CH:21]=[C:22]([C@@H:27]([NH:29][C:30]([C:32]2[C:37](F)=[N:36][CH:35]=[C:34]([C:39]#[N:40])[N:33]=2)=[O:31])[CH3:28])[CH:23]=[CH:24][C:25]=1[F:26].C(N(CC)C(C)C)(C)C, predict the reaction product. The product is: [NH2:18][C:17]1[C:11]2[C:12](=[N:13][CH:14]=[C:9]([CH:6]3[CH2:7][CH2:8][CH:3]([CH2:2][NH:1][C:37]4[C:32]([C:30]([NH:29][C@H:27]([C:22]5[CH:23]=[CH:24][C:25]([F:26])=[C:20]([F:19])[CH:21]=5)[CH3:28])=[O:31])=[N:33][C:34]([C:39]#[N:40])=[CH:35][N:36]=4)[CH2:4][CH2:5]3)[CH:10]=2)[NH:15][N:16]=1.